This data is from Forward reaction prediction with 1.9M reactions from USPTO patents (1976-2016). The task is: Predict the product of the given reaction. Given the reactants [F:1][C:2]([F:45])([F:44])[C:3]1[CH:4]=[C:5]([C:13]([CH3:43])([CH3:42])[C:14]([N:16]([CH3:41])[C:17]2[C:18]([C:33]3[CH:38]=[CH:37][C:36]([F:39])=[CH:35][C:34]=3[CH3:40])=[CH:19][C:20]([N:23]3[CH2:28][CH2:27][CH:26](OC(=S)C)[CH2:25][CH2:24]3)=[N:21][CH:22]=2)=[O:15])[CH:6]=[C:7]([C:9]([F:12])([F:11])[F:10])[CH:8]=1.OO.[S:48]([O-:51])([OH:50])=[O:49].[Na+], predict the reaction product. The product is: [F:11][C:9]([F:10])([F:12])[C:7]1[CH:6]=[C:5]([C:13]([CH3:42])([CH3:43])[C:14]([N:16]([CH3:41])[C:17]2[C:18]([C:33]3[CH:38]=[CH:37][C:36]([F:39])=[CH:35][C:34]=3[CH3:40])=[CH:19][C:20]([N:23]3[CH2:24][CH2:25][CH:26]([S:48]([OH:51])(=[O:50])=[O:49])[CH2:27][CH2:28]3)=[N:21][CH:22]=2)=[O:15])[CH:4]=[C:3]([C:2]([F:45])([F:1])[F:44])[CH:8]=1.